Dataset: Peptide-MHC class II binding affinity with 134,281 pairs from IEDB. Task: Regression. Given a peptide amino acid sequence and an MHC pseudo amino acid sequence, predict their binding affinity value. This is MHC class II binding data. The peptide sequence is IIYPGTLWCGHGNKSSGP. The MHC is DRB1_0701 with pseudo-sequence DRB1_0701. The binding affinity (normalized) is 0.